The task is: Predict the reactants needed to synthesize the given product.. This data is from Retrosynthesis with 50K atom-mapped reactions and 10 reaction types from USPTO. (1) Given the product CCOc1cc(CN2CCC(Nc3ccc4cc(F)ccc4n3)CC2)ccc1OC, predict the reactants needed to synthesize it. The reactants are: CCOc1cc(CN2CCC(N)CC2)ccc1OC.Fc1ccc2nc(Cl)ccc2c1. (2) Given the product CCCCCC[C@H](F)CCO, predict the reactants needed to synthesize it. The reactants are: CCCCCC[C@H](F)CC(=O)OC. (3) Given the product Cc1nc(N2CCN(Cc3nc(C)n(-c4ccccc4)n3)C2=O)sc1C(=O)NCc1ccccc1, predict the reactants needed to synthesize it. The reactants are: Cc1nc(CBr)nn1-c1ccccc1.Cc1nc(N2CCNC2=O)sc1C(=O)NCc1ccccc1. (4) Given the product COc1nc2ccccc2n(-c2ccc(Cl)cc2)c1=O, predict the reactants needed to synthesize it. The reactants are: C[O-].O=c1c(Cl)nc2ccccc2n1-c1ccc(Cl)cc1. (5) Given the product CC(C)(C=O)c1ccc2c(c1)OCO2, predict the reactants needed to synthesize it. The reactants are: CC(C)(CO)c1ccc2c(c1)OCO2.